Predict the reactants needed to synthesize the given product. From a dataset of Full USPTO retrosynthesis dataset with 1.9M reactions from patents (1976-2016). (1) Given the product [S:1]1[C:5]2[CH:6]=[CH:7][CH:8]=[CH:9][C:4]=2[N:3]=[C:2]1[CH:27]([C:26]1[CH:29]=[CH:30][CH:31]=[CH:32][C:25]=1[O:24][CH2:23][O:22][CH3:21])[OH:28], predict the reactants needed to synthesize it. The reactants are: [S:1]1[C:5]2[CH:6]=[CH:7][CH:8]=[CH:9][C:4]=2[N:3]=[CH:2]1.C([Li])CCC.CCCCCC.[CH3:21][O:22][CH2:23][O:24][C:25]1[CH:32]=[CH:31][CH:30]=[CH:29][C:26]=1[CH:27]=[O:28]. (2) The reactants are: C([O:3][C:4](=[O:35])[CH2:5][S:6][C:7]1[CH:12]=[CH:11][C:10]([O:13][CH2:14][CH2:15][CH:16]([O:18][C:19]2[CH:24]=[CH:23][C:22]([CH2:25][CH3:26])=[CH:21][C:20]=2[O:27][C:28]2[CH:33]=[CH:32][CH:31]=[CH:30][CH:29]=2)[CH3:17])=[CH:9][C:8]=1[CH3:34])C.[OH-].[Na+].Cl. Given the product [CH2:25]([C:22]1[CH:23]=[CH:24][C:19]([O:18][C@H:16]([CH3:17])[CH2:15][CH2:14][O:13][C:10]2[CH:11]=[CH:12][C:7]([S:6][CH2:5][C:4]([OH:35])=[O:3])=[C:8]([CH3:34])[CH:9]=2)=[C:20]([O:27][C:28]2[CH:29]=[CH:30][CH:31]=[CH:32][CH:33]=2)[CH:21]=1)[CH3:26], predict the reactants needed to synthesize it. (3) Given the product [CH:18]1([N:13]2[C:12]([C:36]3[CH:37]=[CH:38][C:33]([O:32][CH3:31])=[CH:34][CH:35]=3)=[C:11]3[C:15]([CH2:16][CH2:17][NH:8][CH2:9][CH2:10]3)=[N:14]2)[CH2:19][CH2:20][CH2:21][CH2:22]1, predict the reactants needed to synthesize it. The reactants are: C(OC([N:8]1[CH2:17][CH2:16][C:15]2[C:11](=[C:12](OS(C(F)(F)F)(=O)=O)[N:13]([CH:18]3[CH2:22][CH2:21][CH2:20][CH2:19]3)[N:14]=2)[CH2:10][CH2:9]1)=O)(C)(C)C.[CH3:31][O:32][C:33]1[CH:38]=[CH:37][C:36](B(O)O)=[CH:35][CH:34]=1. (4) Given the product [CH2:26]([N:10]1[C:9]2[N:8]=[C:7]([CH2:6][C:5]3[CH:4]=[CH:3][C:2]([NH:1][S:41]([C:34]4[C:35]([CH3:40])=[CH:36][C:37]([CH3:39])=[CH:38][C:33]=4[CH3:32])(=[O:43])=[O:42])=[CH:31][CH:30]=3)[NH:15][C:14]=2[C:13](=[O:16])[N:12]([CH2:17][C:18]2[CH:23]=[CH:22][CH:21]=[CH:20][C:19]=2[F:24])[C:11]1=[O:25])[CH2:27][CH2:28][CH3:29], predict the reactants needed to synthesize it. The reactants are: [NH2:1][C:2]1[CH:31]=[CH:30][C:5]([CH2:6][C:7]2[NH:15][C:14]3[C:13](=[O:16])[N:12]([CH2:17][C:18]4[CH:23]=[CH:22][CH:21]=[CH:20][C:19]=4[F:24])[C:11](=[O:25])[N:10]([CH2:26][CH2:27][CH2:28][CH3:29])[C:9]=3[N:8]=2)=[CH:4][CH:3]=1.[CH3:32][C:33]1[CH:38]=[C:37]([CH3:39])[CH:36]=[C:35]([CH3:40])[C:34]=1[S:41](Cl)(=[O:43])=[O:42]. (5) Given the product [CH2:1]([N:8]1[CH2:13][CH2:12][N:11]([C:14]([O:16][C:17]([CH3:18])([CH3:20])[CH3:19])=[O:15])[C@H:10]([CH2:21][N:22]([CH:23]([CH3:25])[CH3:24])[C:26](=[O:34])[CH2:27][CH2:28][C:29]([OH:31])=[O:30])[CH2:9]1)[C:2]1[CH:7]=[CH:6][CH:5]=[CH:4][CH:3]=1, predict the reactants needed to synthesize it. The reactants are: [CH2:1]([N:8]1[CH2:13][CH2:12][N:11]([C:14]([O:16][C:17]([CH3:20])([CH3:19])[CH3:18])=[O:15])[C@H:10]([CH2:21][N:22]([C:26](=[O:34])[CH2:27][CH2:28][C:29]([O:31]CC)=[O:30])[CH:23]([CH3:25])[CH3:24])[CH2:9]1)[C:2]1[CH:7]=[CH:6][CH:5]=[CH:4][CH:3]=1.[OH-].[Li+].Cl.[Cl-].[Na+]. (6) Given the product [CH:1]1([NH:4][C:5](=[O:31])[C:6]2[CH:11]=[CH:10][C:9]([CH3:12])=[C:8]([N:13]3[CH:18]=[CH:17][N:16]=[C:15]([NH:19][C:20]([CH3:22])([C:23]4[CH:28]=[CH:27][CH:26]=[CH:25][C:24]=4[O:29][CH2:34][CH2:35][N:36]4[CH2:40][CH2:39][CH2:38][CH2:37]4)[CH3:21])[C:14]3=[O:30])[CH:7]=2)[CH2:3][CH2:2]1, predict the reactants needed to synthesize it. The reactants are: [CH:1]1([NH:4][C:5](=[O:31])[C:6]2[CH:11]=[CH:10][C:9]([CH3:12])=[C:8]([N:13]3[CH:18]=[CH:17][N:16]=[C:15]([NH:19][C:20]([C:23]4[CH:28]=[CH:27][CH:26]=[CH:25][C:24]=4[OH:29])([CH3:22])[CH3:21])[C:14]3=[O:30])[CH:7]=2)[CH2:3][CH2:2]1.Cl.Cl[CH2:34][CH2:35][N:36]1[CH2:40][CH2:39][CH2:38][CH2:37]1.C(=O)([O-])[O-].[Cs+].[Cs+].C(OCC)(=O)C. (7) Given the product [F:17][C:18]1[CH:19]=[CH:20][C:21]([C:24]2[O:28][N:27]=[C:26]([C:29]([N:9]3[CH2:8][C@H:7]([C:10]4[CH:11]=[CH:12][CH:13]=[CH:14][CH:15]=4)[NH:6][C:5](=[O:16])[C@@H:4]3[CH2:3][S:2][CH3:1])=[O:30])[CH:25]=2)=[CH:22][CH:23]=1, predict the reactants needed to synthesize it. The reactants are: [CH3:1][S:2][CH2:3][C@@H:4]1[NH:9][CH2:8][C@H:7]([C:10]2[CH:15]=[CH:14][CH:13]=[CH:12][CH:11]=2)[NH:6][C:5]1=[O:16].[F:17][C:18]1[CH:23]=[CH:22][C:21]([C:24]2[O:28][N:27]=[C:26]([C:29](O)=[O:30])[CH:25]=2)=[CH:20][CH:19]=1.C([C@@H]1N(C(=O)/C=C/C2C=CC=CC=2)C[C@H](CC(C)C)NC1=O)C(C)C. (8) Given the product [NH2:14][C:10]1[N:11]=[CH:12][N:13]=[C:8]([C:7]2[C:2]([NH:28][C:29]3[CH:30]=[C:31]([CH:48]=[CH:49][CH:50]=3)[C:32]([NH:34][C:35]3[CH:36]=[CH:37][C:38]([O:41][C:42]4[CH:47]=[CH:46][CH:45]=[CH:44][CH:43]=4)=[CH:39][CH:40]=3)=[O:33])=[N:3][CH:4]=[CH:5][CH:6]=2)[N:9]=1, predict the reactants needed to synthesize it. The reactants are: Cl[C:2]1[C:7]([C:8]2[N:13]=[CH:12][N:11]=[C:10]([NH:14]C3C=C(OC)C(OC)=C(OC)C=3)[N:9]=2)=[CH:6][CH:5]=[CH:4][N:3]=1.N.[NH2:28][C:29]1[CH:30]=[C:31]([CH:48]=[CH:49][CH:50]=1)[C:32]([NH:34][C:35]1[CH:40]=[CH:39][C:38]([O:41][C:42]2[CH:47]=[CH:46][CH:45]=[CH:44][CH:43]=2)=[CH:37][CH:36]=1)=[O:33].